Dataset: Reaction yield outcomes from USPTO patents with 853,638 reactions. Task: Predict the reaction yield, written as a fraction of the theoretical maximum amount of product (1.0 means a 100% yield; for example, 0.34 means a 34% yield). (1) The reactants are [F:1][C:2]1[CH:40]=[CH:39][C:5]([CH2:6][NH:7][CH2:8][CH2:9][C:10]2[CH:11]=[C:12]3[C:16](=[CH:17][C:18]=2[NH2:19])[N:15]([C:20]([C:33]2[CH:38]=[CH:37][CH:36]=[CH:35][CH:34]=2)([C:27]2[CH:32]=[CH:31][CH:30]=[CH:29][CH:28]=2)[C:21]2[CH:26]=[CH:25][CH:24]=[CH:23][CH:22]=2)[N:14]=[CH:13]3)=[CH:4][CH:3]=1.CCN(CC)CC.C1N=CN([C:53](N2C=NC=C2)=[O:54])C=1.O. The catalyst is C(Cl)Cl. The product is [F:1][C:2]1[CH:3]=[CH:4][C:5]([CH2:6][N:7]2[CH2:8][CH2:9][C:10]3[CH:11]=[C:12]4[C:16](=[CH:17][C:18]=3[NH:19][C:53]2=[O:54])[N:15]([C:20]([C:21]2[CH:26]=[CH:25][CH:24]=[CH:23][CH:22]=2)([C:27]2[CH:28]=[CH:29][CH:30]=[CH:31][CH:32]=2)[C:33]2[CH:34]=[CH:35][CH:36]=[CH:37][CH:38]=2)[N:14]=[CH:13]4)=[CH:39][CH:40]=1. The yield is 0.600. (2) The reactants are [ClH:1].[CH3:2][CH:3]([CH3:45])[CH2:4][CH2:5][N:6]([CH2:40][CH2:41][CH:42]([CH3:44])[CH3:43])[C:7]([C:9]1[CH:10]=[CH:11][C:12]2[N:16]=[C:15]([NH:17][C:18]3[CH:27]=[CH:26][C:21]([C:22]([O:24][CH3:25])=[O:23])=[CH:20][CH:19]=3)[N:14]([CH2:28][CH2:29][CH2:30][NH:31]C(OC(C)(C)C)=O)[C:13]=2[CH:39]=1)=[O:8]. The catalyst is O1CCOCC1.C(OCC)(=O)C. The product is [ClH:1].[ClH:1].[NH2:31][CH2:30][CH2:29][CH2:28][N:14]1[C:13]2[CH:39]=[C:9]([C:7]([N:6]([CH2:5][CH2:4][CH:3]([CH3:2])[CH3:45])[CH2:40][CH2:41][CH:42]([CH3:44])[CH3:43])=[O:8])[CH:10]=[CH:11][C:12]=2[N:16]=[C:15]1[NH:17][C:18]1[CH:27]=[CH:26][C:21]([C:22]([O:24][CH3:25])=[O:23])=[CH:20][CH:19]=1. The yield is 0.960.